From a dataset of Reaction yield outcomes from USPTO patents with 853,638 reactions. Predict the reaction yield, written as a fraction of the theoretical maximum amount of product (1.0 means a 100% yield; for example, 0.34 means a 34% yield). (1) The yield is 0.780. The reactants are [Li]CCCC.Br[C:7]1[CH:12]=[CH:11][CH:10]=[C:9]([Br:13])[C:8]=1[O:14][CH2:15][CH2:16]Br.O.C(OCC)(=O)C. The product is [Br:13][C:9]1[C:8]2[O:14][CH2:15][CH2:16][C:7]=2[CH:12]=[CH:11][CH:10]=1. The catalyst is C1COCC1.CCCCCC. (2) The reactants are [CH2:1]([NH:8][C:9]1[C:14]([C:15]([N:17]2[CH2:22][CH2:21][CH:20]([C:23]3[CH:28]=[CH:27][C:26]([F:29])=[CH:25][CH:24]=3)[CH2:19][CH2:18]2)=[O:16])=[CH:13][NH:12][C:11](=[O:30])[CH:10]=1)[C:2]1[CH:7]=[CH:6][CH:5]=[CH:4][CH:3]=1.C(=O)([O-])[O-].[K+].[K+].Cl[CH2:38][C:39]1[N:40]([CH3:44])[CH:41]=[CH:42][N:43]=1.O. The catalyst is CN(C=O)C. The product is [CH2:1]([NH:8][C:9]1[C:14]([C:15]([N:17]2[CH2:22][CH2:21][CH:20]([C:23]3[CH:28]=[CH:27][C:26]([F:29])=[CH:25][CH:24]=3)[CH2:19][CH2:18]2)=[O:16])=[CH:13][N:12]([CH2:38][C:39]2[N:40]([CH3:44])[CH:41]=[CH:42][N:43]=2)[C:11](=[O:30])[CH:10]=1)[C:2]1[CH:7]=[CH:6][CH:5]=[CH:4][CH:3]=1. The yield is 0.720. (3) The reactants are C([Si](C1C=CC=CC=1)(C1C=CC=CC=1)[O:6][CH2:7][C:8]([C:11]1[CH:15]=[C:14]([NH:16][C:17](=[O:32])[C:18]([CH3:31])([S:20]([CH2:23][CH:24]2[CH2:29][CH2:28][C:27](=[O:30])[CH2:26][CH2:25]2)(=[O:22])=[O:21])[CH3:19])[O:13][N:12]=1)([CH3:10])[CH3:9])(C)(C)C.[F-].C([N+](CCCC)(CCCC)CCCC)CCC. The catalyst is C1COCC1. The product is [OH:6][CH2:7][C:8]([C:11]1[CH:15]=[C:14]([NH:16][C:17](=[O:32])[C:18]([CH3:31])([S:20]([CH2:23][CH:24]2[CH2:25][CH2:26][C:27](=[O:30])[CH2:28][CH2:29]2)(=[O:22])=[O:21])[CH3:19])[O:13][N:12]=1)([CH3:10])[CH3:9]. The yield is 0.410. (4) The reactants are [CH3:1][C:2]1([N:13]2[CH:17]=[C:16]([C:18]3[N:23]4[CH:24]=[CH:25][N:26]=[C:22]4[CH:21]=[C:20]([C:27]4[CH:28]=[N:29][N:30]([CH3:32])[CH:31]=4)[N:19]=3)[CH:15]=[N:14]2)[CH2:5][N:4](C(OC(C)(C)C)=O)[CH2:3]1. The catalyst is Cl.O1CCOCC1. The product is [CH3:32][N:30]1[CH:31]=[C:27]([C:20]2[N:19]=[C:18]([C:16]3[CH:15]=[N:14][N:13]([C:2]4([CH3:1])[CH2:5][NH:4][CH2:3]4)[CH:17]=3)[N:23]3[CH:24]=[CH:25][N:26]=[C:22]3[CH:21]=2)[CH:28]=[N:29]1. The yield is 0.632. (5) The reactants are [CH:1]([C:4]1[CH:10]=[CH:9][C:8]([N+]([O-])=O)=[CH:7][C:5]=1N)([CH3:3])[CH3:2].OS(O)(=O)=O.N([O-])=O.[Na+].N[C:24](N)=O.[OH2:27]. No catalyst specified. The product is [CH:1]([C:4]1[CH:10]=[CH:9][C:8]([CH3:24])=[CH:7][C:5]=1[OH:27])([CH3:3])[CH3:2]. The yield is 0.890. (6) The reactants are C(OC([N:8]1[CH2:11][CH:10]([C:12]2[CH:38]=[CH:37][C:15]3[C:16]4[C:20]([CH2:21][CH2:22][O:23][C:14]=3[CH:13]=2)=[CH:19][N:18]([C:24]2[N:25]([C:29]3[CH:34]=[CH:33][C:32]([F:35])=[CH:31][C:30]=3[F:36])[N:26]=[CH:27][N:28]=2)[N:17]=4)[CH2:9]1)=O)(C)(C)C.[ClH:39]. The catalyst is O1CCOCC1. The product is [ClH:39].[NH:8]1[CH2:9][CH:10]([C:12]2[CH:38]=[CH:37][C:15]3[C:16]4[C:20]([CH2:21][CH2:22][O:23][C:14]=3[CH:13]=2)=[CH:19][N:18]([C:24]2[N:25]([C:29]3[CH:34]=[CH:33][C:32]([F:35])=[CH:31][C:30]=3[F:36])[N:26]=[CH:27][N:28]=2)[N:17]=4)[CH2:11]1. The yield is 1.00.